From a dataset of Catalyst prediction with 721,799 reactions and 888 catalyst types from USPTO. Predict which catalyst facilitates the given reaction. (1) Reactant: [Br:1][C:2]1[N:7]([CH3:8])[C:6](=[O:9])[NH:5][C:4](=[O:10])[C:3]=1[CH3:11].[C:12](O[C:12]([O:14][C:15]([CH3:18])([CH3:17])[CH3:16])=[O:13])([O:14][C:15]([CH3:18])([CH3:17])[CH3:16])=[O:13].C(N(CC)CC)C. Product: [Br:1][C:2]1[N:7]([CH3:8])[C:6](=[O:9])[N:5]([C:12]([O:14][C:15]([CH3:18])([CH3:17])[CH3:16])=[O:13])[C:4](=[O:10])[C:3]=1[CH3:11]. The catalyst class is: 367. (2) Reactant: [NH2:1][CH2:2][CH2:3][N:4]1[C:12]2[CH:11]=[CH:10][CH:9]=[CH:8][C:7]=2[C:6]2[CH2:13][CH2:14][N:15]([C:18]([O:20][C:21]([CH3:24])([CH3:23])[CH3:22])=[O:19])[CH2:16][CH2:17][C:5]1=2.[C:25]1([N:31]=[C:32]=[O:33])[CH:30]=[CH:29][CH:28]=[CH:27][CH:26]=1. Product: [NH:31]([C:32]([NH:1][CH2:2][CH2:3][N:4]1[C:12]2[CH:11]=[CH:10][CH:9]=[CH:8][C:7]=2[C:6]2[CH2:13][CH2:14][N:15]([C:18]([O:20][C:21]([CH3:24])([CH3:23])[CH3:22])=[O:19])[CH2:16][CH2:17][C:5]1=2)=[O:33])[C:25]1[CH:30]=[CH:29][CH:28]=[CH:27][CH:26]=1. The catalyst class is: 1.